From a dataset of Catalyst prediction with 721,799 reactions and 888 catalyst types from USPTO. Predict which catalyst facilitates the given reaction. (1) The catalyst class is: 18. Reactant: CCN(C(C)C)C(C)C.[F:10][C:11]1[CH:12]=[C:13]([C:17]2[NH:21][N:20]=[C:19]([C:22]([OH:24])=O)[CH:18]=2)[CH:14]=[CH:15][CH:16]=1.C1(C2NN=C(C(O)=O)C=2)C=CC=CC=1.FC1C=C(C(=O)C)C=CC=1.C1C=CC2N(O)N=NC=2C=1.CCN=C=NCCCN(C)C.Cl.Cl.[NH2:72][CH2:73][C:74]([N:76]1[CH2:81][CH2:80][CH:79]([NH:82][C:83]2[CH:88]=[CH:87][CH:86]=[CH:85][C:84]=2[Cl:89])[CH2:78][CH2:77]1)=[O:75]. Product: [Cl:89][C:84]1[CH:85]=[CH:86][CH:87]=[CH:88][C:83]=1[NH:82][CH:79]1[CH2:78][CH2:77][N:76]([C:74](=[O:75])[CH2:73][NH:72][C:22]([C:19]2[CH:18]=[C:17]([C:13]3[CH:14]=[CH:15][CH:16]=[C:11]([F:10])[CH:12]=3)[NH:21][N:20]=2)=[O:24])[CH2:81][CH2:80]1. (2) Reactant: [O:1]1[C:3]2([CH2:8][CH2:7][N:6]([C:9]([O:11][C:12]([CH3:15])([CH3:14])[CH3:13])=[O:10])[CH2:5][CH2:4]2)[CH2:2]1.[F:16][C:17]1[CH:22]=[CH:21][C:20]([OH:23])=[CH:19][CH:18]=1.C(=O)([O-])[O-].[K+].[K+]. Product: [F:16][C:17]1[CH:22]=[CH:21][C:20]([O:23][CH2:2][C:3]2([OH:1])[CH2:8][CH2:7][N:6]([C:9]([O:11][C:12]([CH3:15])([CH3:14])[CH3:13])=[O:10])[CH2:5][CH2:4]2)=[CH:19][CH:18]=1. The catalyst class is: 9.